This data is from Forward reaction prediction with 1.9M reactions from USPTO patents (1976-2016). The task is: Predict the product of the given reaction. The product is: [CH3:24][C:13]1[C:12]([NH:11][C:10]([O:9][C@H:7]([C:1]2[CH:6]=[CH:5][CH:4]=[CH:3][CH:2]=2)[CH3:8])=[O:25])=[C:16]([C:17]2[CH:22]=[CH:21][C:20]([C:34]3[CH:35]=[CH:36][C:31]([CH2:30][C:29]([OH:46])=[O:28])=[CH:32][CH:33]=3)=[CH:19][CH:18]=2)[O:15][N:14]=1. Given the reactants [C:1]1([C@@H:7]([O:9][C:10](=[O:25])[NH:11][C:12]2[C:13]([CH3:24])=[N:14][O:15][C:16]=2[C:17]2[CH:22]=[CH:21][C:20](Br)=[CH:19][CH:18]=2)[CH3:8])[CH:6]=[CH:5][CH:4]=[CH:3][CH:2]=1.C([O:28][C:29](=[O:46])[CH2:30][C:31]1[CH:36]=[CH:35][C:34](B2OC(C)(C)C(C)(C)O2)=[CH:33][CH:32]=1)C, predict the reaction product.